Dataset: Peptide-MHC class I binding affinity with 185,985 pairs from IEDB/IMGT. Task: Regression. Given a peptide amino acid sequence and an MHC pseudo amino acid sequence, predict their binding affinity value. This is MHC class I binding data. (1) The peptide sequence is TLLVLGILLVVAGL. The MHC is HLA-A02:02 with pseudo-sequence HLA-A02:02. The binding affinity (normalized) is 0.261. (2) The peptide sequence is VVYRGTTTY. The MHC is HLA-A02:01 with pseudo-sequence HLA-A02:01. The binding affinity (normalized) is 0.